This data is from Catalyst prediction with 721,799 reactions and 888 catalyst types from USPTO. The task is: Predict which catalyst facilitates the given reaction. (1) Reactant: [NH:1]1[C:9]2[C:4](=[N:5][CH:6]=[CH:7][CH:8]=2)[CH:3]=[C:2]1[C:10]([OH:12])=O.[O:13]([CH2:20][CH2:21][NH2:22])[C:14]1[CH:19]=[CH:18][CH:17]=[CH:16][CH:15]=1.CCN(C(C)C)C(C)C.C1C=CC2N(O)N=NC=2C=1.CCN=C=NCCCN(C)C. Product: [O:13]([CH2:20][CH2:21][NH:22][C:10]([C:2]1[NH:1][C:9]2[C:4](=[N:5][CH:6]=[CH:7][CH:8]=2)[CH:3]=1)=[O:12])[C:14]1[CH:19]=[CH:18][CH:17]=[CH:16][CH:15]=1. The catalyst class is: 3. (2) Reactant: [C:1]([OH:8])(=[O:7])[CH2:2][CH2:3][C:4]([OH:6])=[O:5].[Cl:9][C:10]1[CH:27]=[C:26]([Cl:28])[CH:25]=[CH:24][C:11]=1[O:12][C@@H:13]([CH2:18][N:19]1[CH2:23][CH2:22][CH2:21][CH2:20]1)[CH2:14][CH2:15][NH:16][CH3:17]. Product: [C:1]([OH:8])(=[O:7])[CH2:2][CH2:3][C:4]([OH:6])=[O:5].[Cl:9][C:10]1[CH:27]=[C:26]([Cl:28])[CH:25]=[CH:24][C:11]=1[O:12][C@@H:13]([CH2:18][N:19]1[CH2:23][CH2:22][O:5][CH2:21][CH2:20]1)[CH2:14][CH2:15][NH:16][CH3:17]. The catalyst class is: 5.